From a dataset of Full USPTO retrosynthesis dataset with 1.9M reactions from patents (1976-2016). Predict the reactants needed to synthesize the given product. (1) The reactants are: C([O:3][C:4]([C:6]1([NH:16][C:17](=[O:30])[C:18]2[CH:23]=[CH:22][CH:21]=[C:20]([CH3:24])[C:19]=2[O:25][CH:26]2[CH2:29][CH2:28][CH2:27]2)[CH2:14][C:13]2[C:8](=[CH:9][CH:10]=[C:11]([Cl:15])[CH:12]=2)[CH2:7]1)=[O:5])C.[OH-].[K+]. Given the product [CH:26]1([O:25][C:19]2[C:20]([CH3:24])=[CH:21][CH:22]=[CH:23][C:18]=2[C:17]([NH:16][C:6]2([C:4]([OH:5])=[O:3])[CH2:14][C:13]3[C:8](=[CH:9][CH:10]=[C:11]([Cl:15])[CH:12]=3)[CH2:7]2)=[O:30])[CH2:27][CH2:28][CH2:29]1, predict the reactants needed to synthesize it. (2) The reactants are: [CH3:1][O:2][C:3]1[CH:4]=[CH:5][C:6]2[N:14]3[C:9]([CH2:10][CH2:11][CH2:12][CH2:13]3)=[C:8]([CH:15]=[CH:16][N+:17]([O-:19])=[O:18])[C:7]=2[N:20]=1.C(Cl)(Cl)Cl.[BH4-].[Na+].C(O)(=O)C. Given the product [CH3:1][O:2][C:3]1[CH:4]=[CH:5][C:6]2[N:14]3[C:9]([CH2:10][CH2:11][CH2:12][CH2:13]3)=[C:8]([CH2:15][CH2:16][N+:17]([O-:19])=[O:18])[C:7]=2[N:20]=1, predict the reactants needed to synthesize it. (3) The reactants are: CN(C(ON1N=NC2C=CC=NC1=2)=[N+](C)C)C.F[P-](F)(F)(F)(F)F.[C:25]([OH:31])([C:27]([F:30])([F:29])[F:28])=[O:26].N1CCC[C@H]1C1NC2C=C(C3C=CC4C(=CC(C5N=C([C@@H]6CCCN6)NC=5)=CC=4)C=3)C=CC=2N=1.C(N(C(C)C)CC)(C)C.C[O:76][C:77]([NH:79][C@@H](C(C)C)C(O)=O)=[O:78]. Given the product [C:25]([OH:31])([C:27]([F:30])([F:29])[F:28])=[O:26].[C:77](=[O:76])([O-:78])[NH2:79], predict the reactants needed to synthesize it. (4) Given the product [Cl:16][C:11]1[CH:12]=[C:13]2[C:8](=[C:9]([Cl:17])[CH:10]=1)[O:7][C:6](=[O:18])[C:5]([C:3]([NH:20][CH2:21][C:22]([OH:24])=[O:23])=[O:4])=[C:14]2[OH:15], predict the reactants needed to synthesize it. The reactants are: CO[C:3]([C:5]1[C:6](=[O:18])[O:7][C:8]2[C:13]([C:14]=1[OH:15])=[CH:12][C:11]([Cl:16])=[CH:10][C:9]=2[Cl:17])=[O:4].[Na+].[NH2:20][CH2:21][C:22]([O-:24])=[O:23]. (5) The reactants are: C(O)(=O)C.[CH:5](N)=[NH:6].[NH2:8][N:9]1[C:13]([C:14]#[N:15])=[C:12]([C:16]2[CH:21]=[CH:20][C:19]([NH2:22])=[C:18]([F:23])[CH:17]=2)[C:11]([C:24]([O:26][CH2:27][CH3:28])=[O:25])=[CH:10]1. Given the product [NH2:15][C:14]1[C:13]2=[C:12]([C:16]3[CH:21]=[CH:20][C:19]([NH2:22])=[C:18]([F:23])[CH:17]=3)[C:11]([C:24]([O:26][CH2:27][CH3:28])=[O:25])=[CH:10][N:9]2[N:8]=[CH:5][N:6]=1, predict the reactants needed to synthesize it.